This data is from Experimentally validated miRNA-target interactions with 360,000+ pairs, plus equal number of negative samples. The task is: Binary Classification. Given a miRNA mature sequence and a target amino acid sequence, predict their likelihood of interaction. (1) The miRNA is mmu-miR-9-5p with sequence UCUUUGGUUAUCUAGCUGUAUGA. The protein sequence of the target gene is MAAAKAEMQLMSPLQISDPFGSFPHSPTMDNYPKLEEMMLLSNGAPQFLGAAGTPEGSGGNSSSSTSSGGGGGGGSNSGSSAFNPQGEPSEQPYEHLTTESFSDIALNNEKAMVETSYPSQTTRLPPITYTGRFSLEPAPNSGNTLWPEPLFSLVSGLVSMTNPPTSSSSAPSPAASSSSSASQSPPLSCAVPSNDSSPIYSAAPTFPTPNTDIFPEPQSQAFPGSAGTALQYPPPAYPATKGGFQVPMIPDYLFPQQQGDLSLGTPDQKPFQGLENRTQQPSLTPLSTIKAFATQSGSQ.... Result: 1 (interaction). (2) The miRNA is mmu-miR-1843b-5p with sequence AUGGAGGUCUCUGUCUGACUU. The protein sequence of the target gene is MSPAAPVPPDSALESPFEEMALVRGGWLWRQSSILRRWKRNWFALWLDGTLGYYHDETAQDEEDRVLIHFNVRDIKIGPECHDVQPPEGRSRDGLLTVNLREGGRLHLCAETKDDALAWKTALLEANSTPAPAGATVPPRSRRVCSKVRCVTRSWSPCKVERRIWVRVYSPYQDYYEVVPPNAHEATYVRSYYGPPYAGPGVTHVIVREDPCYSAGAPLAMGMLAGAATGAALGSLMWSPCWF. Result: 0 (no interaction). (3) The miRNA is hsa-miR-520g-5p with sequence UCUAGAGGAAGCACUUUCUGUUU. The protein sequence of the target gene is MVAAVLLGLSWLCSPLGALVLDFNNIRSSADLHGARKGSQCLSDTDCNTRKFCLQPRDEKPFCATCRGLRRRCQRDAMCCPGTLCVNDVCTTMEDATPILERQLDEQDGTHAEGTTGHPVQENQPKRKPSIKKSQGRKGQEGESCLRTFDCGPGLCCARHFWTKICKPVLLEGQVCSRRGHKDTAQAPEIFQRCDCGPGLLCRSQLTSNRQHARLRVCQKIEKL. Result: 0 (no interaction). (4) The miRNA is mmu-miR-141-5p with sequence CAUCUUCCAGUGCAGUGUUGGA. The protein sequence of the target gene is MHAMESRVLLRTFCVILGLGAVWGLGVDPSLQIDVLTELELGESTDGVRQVPGLHNGTKAFLFQESPRSIKASTATAERFFQKLRNKHEFTILVTLKQIHLNSGVILSIHHLDHRYLELESSGHRNEIRLHYRSGTHRPHTEVFPYILADAKWHKLSLAFSASHLILHIDCNKIYERVVEMPSTDLPLGTTFWLGQRNNAHGYFKGIMQDVHVLVMPQGFIAQCPDLNRTCPTCNDFHGLVQKIMELQDILSKTSAKLSRAEQRMNRLDQCYCERTCTVKGTTYRESESWTDGCKNCTCL.... Result: 0 (no interaction). (5) The miRNA is hsa-miR-507 with sequence UUUUGCACCUUUUGGAGUGAA. The protein sequence of the target gene is MAAPQSRPRRGELILLCALLGTLWEIGRGQIRYSVPEETDKGSFVGNISKDLGLDPRKLAKHGVRIVSRGRTQLFALNPRSGSLITAGRIDREELCAQSPRCLININTLVEDKGKLFGVEIEIIDINDNNPKFQVEDLEVKINEIAVPGARYPLPEAVDPDVGVNSLQSYQLSPNHHFSLDVQTGDNGAINPELVLERALDREEEAAHHLVLTASDGGKPPRSSTVRIHVTVLDTNDNAPVFPHPIYRVKVLENMPPGTRLLTVTASDPDEGINGKVAYKFRKINEKQTPLFQLNENTGE.... Result: 0 (no interaction). (6) The miRNA is mmu-miR-455-5p with sequence UAUGUGCCUUUGGACUACAUCG. Result: 0 (no interaction). The protein sequence of the target gene is MRNLKLFRTLEFRDIQGPGNPQCFSLRTEQGTVLIGSEHGLIEVDPVSREVKNEVSLVAEGFLPEDGSGRIVGVQDLLDQESVCVATASGDVILCSLSTQQLECVGSVASGISVMSWSPDQELVLLATGQQTLIMMTKDFEPILEQQIHQDDFGESKFITVGWGRKETQFHGSEGRQAAFQMQMHESALPWDDHRPQVTWRGDGQFFAVSVVCPETGARKVRVWNREFALQSTSEPVAGLGPALAWKPSGSLIASTQDKPNQQDIVFFEKNGLLHGHFTLPFLKDEVKVNDLLWNADSSV.... (7) The miRNA is gga-miR-128-3p with sequence UCACAGUGAACCGGUCUCUUU. The protein sequence of the target gene is MDVPGVNTTSANTTFSPGTSTLCVRDYKITQVLFPLLYTVLFFAGLITNSLAMRIFFQIRSKSNFIIFLKNTVISDLLMILTFPFKILSDAKLGAGPLRTLVCQVTSVTFYFTMYISISFLGLITIDRYLKTTRPFKTSSPSNLLGAKILSVVIWAFMFLISLPNMILTNRRPKDKDVTKCSFLKSEFGLVWHEIVNYICQVIFWINFLIVIVCYSLITKELYRSYVRTRGSAKVPKKKVNVKVFIIIAVFFICFVPFHFARIPYTLSQTRAVFDCSAENTLFYVKESTLWLTSLNACLD.... Result: 0 (no interaction). (8) The miRNA is hsa-miR-555 with sequence AGGGUAAGCUGAACCUCUGAU. The protein sequence of the target gene is MTTLAGAVPRMMRPGPGQNYPRSGFPLEVSTPLGQGRVNQLGGVFINGRPLPNHIRHKIVEMAHHGIRPCVISRQLRVSHGCVSKILCRYQETGSIRPGAIGGSKPKQVTTPDVEKKIEEYKRENPGMFSWEIRDKLLKDAVCDRNTVPSVSSISRILRSKFGKGEEEEADLERKEAEESEKKAKHSIDGILSERASAPQSDEGSDIDSEPDLPLKRKQRRSRTTFTAEQLEELERAFERTHYPDIYTREELAQRAKLTEARVQVWFSNRRARWRKQAGANQLMAFNHLIPGGFPPTAMP.... Result: 1 (interaction). (9) The miRNA is mmu-miR-1981-5p with sequence GUAAAGGCUGGGCUUAGACGUGGC. The protein sequence of the target gene is MSPGGKFDFDDGGCYVGGWEAGRAHGYGVCTGPGAQGEYSGCWAHGFESLGVFTGPGGHSYQGHWQQGKREGLGVERKSRWTYRGEWLGGLKGRSGVWESVSGLRYAGLWKDGFQDGYGTETYSDGGTYQGQWQAGKRHGYGVRQSVPYHQAALLRSPRRTSLDSGHSDPPTPPPPLPLPGDEGGSPASGSRGGFVLAGPGDADGASSRKRTPAAGGFFRRSLLLSGLRAGGRRSSLGSKRGSLRSEVSSEVGSTGPPGSEASGPPIPAPPALIEGSATEVYAGEWRADRRSGYGVSQRS.... Result: 0 (no interaction). (10) The miRNA is hsa-miR-579-3p with sequence UUCAUUUGGUAUAAACCGCGAUU. The protein sequence of the target gene is MRRTRRPRFVLMNKMDDLNLHYRFLNWRRRIREIREVRAFRYQERFKHILVDGDTLSYHGNSGEVGCYVASRPLTKDSNYFEVSIVDSGVRGTIAVGLVPQYYSLDHQPGWLPDSVAYHADDGKLYNGRAKGRQFGSKCNSGDRIGCGIEPVSFDVQTAQIFFTKNGKRVGSTIMPMSPDGLFPAVGMHSLGEEVRLHLNAELGREDDSVMMVDSYEDEWGRLHDVRVCGTLLEYLGKGKSIVDVGLAQARHPLSTRSHYFEVEIVDPGEKCYIALGLARKDYPKNRHPGWSRGSVAYHA.... Result: 0 (no interaction).